Dataset: Catalyst prediction with 721,799 reactions and 888 catalyst types from USPTO. Task: Predict which catalyst facilitates the given reaction. (1) Reactant: [C:1]([O:5][C:6]([CH2:8][CH2:9][N:10]([CH2:34][C:35]1[CH:43]=[CH:42][C:38]([C:39]([OH:41])=[O:40])=[CH:37][CH:36]=1)[C:11](=[O:33])[CH2:12][CH2:13][CH2:14][CH2:15][CH2:16][CH2:17][CH2:18][CH2:19][CH2:20][CH2:21][CH2:22][CH2:23][CH2:24][CH2:25][C:26]([O:28][C:29]([CH3:32])([CH3:31])[CH3:30])=[O:27])=[O:7])([CH3:4])([CH3:3])[CH3:2].C(N(C(C)C)CC)(C)C.[B-](F)(F)(F)F.CN(C(O[N:66]1[C:71](=[O:72])[CH2:70][CH2:69][C:67]1=[O:68])=[N+](C)C)C. Product: [O:68]=[C:67]1[CH2:69][CH2:70][C:71](=[O:72])[N:66]1[O:40][C:39](=[O:41])[C:38]1[CH:37]=[CH:36][C:35]([CH2:34][N:10]([CH2:9][CH2:8][C:6]([O:5][C:1]([CH3:2])([CH3:3])[CH3:4])=[O:7])[C:11](=[O:33])[CH2:12][CH2:13][CH2:14][CH2:15][CH2:16][CH2:17][CH2:18][CH2:19][CH2:20][CH2:21][CH2:22][CH2:23][CH2:24][CH2:25][C:26]([O:28][C:29]([CH3:30])([CH3:31])[CH3:32])=[O:27])=[CH:43][CH:42]=1. The catalyst class is: 1. (2) Reactant: [C:1]([O:5][C:6](=[O:21])[CH2:7][O:8][C:9]1[C:14]2[CH2:15][CH2:16][CH2:17][CH2:18][CH:19]([NH2:20])[C:13]=2[CH:12]=[CH:11][CH:10]=1)([CH3:4])([CH3:3])[CH3:2].[C:22]1([C:32]2[CH:37]=[CH:36][CH:35]=[CH:34][CH:33]=2)[CH:27]=[CH:26][C:25]([S:28](Cl)(=[O:30])=[O:29])=[CH:24][CH:23]=1.C(N(C(C)C)CC)(C)C. Product: [C:1]([O:5][C:6](=[O:21])[CH2:7][O:8][C:9]1[C:14]2[CH2:15][CH2:16][CH2:17][CH2:18][CH:19]([NH:20][S:28]([C:25]3[CH:24]=[CH:23][C:22]([C:32]4[CH:37]=[CH:36][CH:35]=[CH:34][CH:33]=4)=[CH:27][CH:26]=3)(=[O:30])=[O:29])[C:13]=2[CH:12]=[CH:11][CH:10]=1)([CH3:4])([CH3:2])[CH3:3]. The catalyst class is: 1.